From a dataset of Reaction yield outcomes from USPTO patents with 853,638 reactions. Predict the reaction yield, written as a fraction of the theoretical maximum amount of product (1.0 means a 100% yield; for example, 0.34 means a 34% yield). (1) The reactants are Br[C:2]1[CH:23]=[CH:22][C:5]2[C:6]3[N:10]([CH2:11][CH2:12][O:13][C:4]=2[CH:3]=1)[CH:9]=[C:8]([C:14]1[N:15]([CH:19]([CH3:21])[CH3:20])[N:16]=[CH:17][N:18]=1)[N:7]=3.[NH2:24][CH2:25][C:26]([OH:28])=[O:27].O[C@H:30]1CN[C@H](C(O)=O)C1.P([O-])([O-])([O-])=O.[K+].[K+].[K+]. The catalyst is CS(C)=O.[Cu]I. The product is [CH3:30][O:27][C:26](=[O:28])[CH2:25][NH:24][C:2]1[CH:23]=[CH:22][C:5]2[C:6]3[N:10]([CH2:11][CH2:12][O:13][C:4]=2[CH:3]=1)[CH:9]=[C:8]([C:14]1[N:15]([CH:19]([CH3:21])[CH3:20])[N:16]=[CH:17][N:18]=1)[N:7]=3. The yield is 0.390. (2) The reactants are [Br:1][C:2]1[CH:7]=[CH:6][C:5]([N+:8]([O-:10])=[O:9])=[CH:4][C:3]=1[OH:11].Br[CH2:13][C:14]([CH3:16])=[CH2:15].C([O-])([O-])=O.[K+].[K+]. The catalyst is CC(C)=O. The product is [Br:1][C:2]1[CH:7]=[CH:6][C:5]([N+:8]([O-:10])=[O:9])=[CH:4][C:3]=1[O:11][CH2:15][C:14]([CH3:16])=[CH2:13]. The yield is 0.800.